Dataset: Full USPTO retrosynthesis dataset with 1.9M reactions from patents (1976-2016). Task: Predict the reactants needed to synthesize the given product. (1) Given the product [Cl:1][C:2]1[CH:3]=[C:4]([CH:5]=[CH:6][C:7]=1[N:8]1[CH2:13][CH2:12][CH2:11][CH2:10][S:9]1(=[O:15])=[O:14])[C:16]([OH:18])=[O:23], predict the reactants needed to synthesize it. The reactants are: [Cl:1][C:2]1[CH:3]=[C:4]([CH3:16])[CH:5]=[CH:6][C:7]=1[N:8]1[CH2:13][CH2:12][CH2:11][CH2:10][S:9]1(=[O:15])=[O:14].[Mn]([O-])(=O)(=O)=[O:18].[K+].[OH-:23].[Na+].S([O-])([O-])(=O)=S.[Na+].[Na+]. (2) Given the product [F:1][C:2]([F:7])([F:6])[C:3]([O-:5])=[O:4].[OH:63][C@H:27]([C:19]1[CH:18]=[CH:17][C:16]([OH:15])=[C:25]2[C:20]=1[CH:21]=[CH:22][C:23](=[O:26])[NH:24]2)[CH2:28][NH:29][CH2:30][CH2:31][CH2:32][CH2:33][CH2:34][CH2:35][CH2:36][CH2:37][CH2:38][C:39]1[CH:40]=[CH:41][C:42]([C:57]2[CH:58]=[CH:59][CH:60]=[CH:61][CH:62]=2)=[C:43]([NH:45][C:46]([O:48][CH:49]2[CH2:50][CH2:51][N+:52]([CH3:56])([CH3:55])[CH2:53][CH2:54]2)=[O:47])[CH:44]=1, predict the reactants needed to synthesize it. The reactants are: [F:1][C:2]([F:7])([F:6])[C:3]([O-:5])=[O:4].C([O:15][C:16]1[CH:17]=[CH:18][C:19]([C@@H:27]([OH:63])[CH2:28][NH:29][CH2:30][CH2:31][CH2:32][CH2:33][CH2:34][CH2:35][CH2:36][CH2:37][CH2:38][C:39]2[CH:40]=[CH:41][C:42]([C:57]3[CH:62]=[CH:61][CH:60]=[CH:59][CH:58]=3)=[C:43]([NH:45][C:46]([O:48][CH:49]3[CH2:54][CH2:53][N+:52]([CH3:56])([CH3:55])[CH2:51][CH2:50]3)=[O:47])[CH:44]=2)=[C:20]2[C:25]=1[NH:24][C:23](=[O:26])[CH:22]=[CH:21]2)C1C=CC=CC=1.